This data is from CYP3A4 inhibition data for predicting drug metabolism from PubChem BioAssay. The task is: Regression/Classification. Given a drug SMILES string, predict its absorption, distribution, metabolism, or excretion properties. Task type varies by dataset: regression for continuous measurements (e.g., permeability, clearance, half-life) or binary classification for categorical outcomes (e.g., BBB penetration, CYP inhibition). Dataset: cyp3a4_veith. (1) The compound is O=C(CSCc1c(Cl)cccc1Cl)NCc1cccnc1. The result is 1 (inhibitor). (2) The molecule is CCCCn1c(SCC(N)=O)nc2ccc(N3CCOCC3)cc2c1=O. The result is 1 (inhibitor). (3) The drug is CCOC(=O)N/N=C1/C[C@@H](O)[C@@H](O)[C@H]2[C@@H]1CC[C@@H]1C(=O)N(c3cccc(Oc4ccccc4)c3)C(=O)[C@H]12. The result is 0 (non-inhibitor).